From a dataset of Full USPTO retrosynthesis dataset with 1.9M reactions from patents (1976-2016). Predict the reactants needed to synthesize the given product. (1) Given the product [OH:17][C:2]1[CH:3]=[C:4]([C:8]2[C:9]([C:14]#[N:15])=[CH:10][CH:11]=[CH:12][CH:13]=2)[CH:5]=[CH:6][CH:7]=1, predict the reactants needed to synthesize it. The reactants are: N[C:2]1[CH:3]=[C:4]([C:8]2[C:9]([C:14]#[N:15])=[CH:10][CH:11]=[CH:12][CH:13]=2)[CH:5]=[CH:6][CH:7]=1.S(=O)(=O)(O)[OH:17].N([O-])=O.[Na+]. (2) Given the product [C:8]1([C:14]2[CH:15]=[C:16]([C:20]([NH:22][C:23]3[CH:35]=[C:34]([C:36]4[S:37][CH:38]=[CH:39][CH:40]=4)[CH:33]=[CH:32][C:24]=3[C:25]([OH:27])=[O:26])=[O:21])[CH:17]=[N:18][CH:19]=2)[CH:9]=[CH:10][CH:11]=[CH:12][CH:13]=1, predict the reactants needed to synthesize it. The reactants are: FC(F)(F)C(O)=O.[C:8]1([C:14]2[CH:15]=[C:16]([C:20]([NH:22][C:23]3[CH:35]=[C:34]([C:36]4[S:37][CH:38]=[CH:39][CH:40]=4)[CH:33]=[CH:32][C:24]=3[C:25]([O:27]C(C)(C)C)=[O:26])=[O:21])[CH:17]=[N:18][CH:19]=2)[CH:13]=[CH:12][CH:11]=[CH:10][CH:9]=1. (3) Given the product [C:1]([O:5][C:6](=[O:36])[NH:7][CH2:8][CH2:9][CH2:10][N:11]([CH:12]([C:14]1[CH:15]=[CH:16][C:17]([N:41]2[CH:42]=[C:43]([I:44])[C:38]([NH2:37])=[N:39][C:40]2=[O:45])=[CH:18][CH:19]=1)[CH3:13])[C:29]([O:31][C:32]([CH3:34])([CH3:35])[CH3:33])=[O:30])([CH3:2])([CH3:3])[CH3:4], predict the reactants needed to synthesize it. The reactants are: [C:1]([O:5][C:6](=[O:36])[NH:7][CH2:8][CH2:9][CH2:10][N:11]([C:29]([O:31][C:32]([CH3:35])([CH3:34])[CH3:33])=[O:30])[CH:12]([C:14]1[CH:19]=[CH:18][C:17](B2OC(C)(C)C(C)(C)O2)=[CH:16][CH:15]=1)[CH3:13])([CH3:4])([CH3:3])[CH3:2].[NH2:37][C:38]1[C:43]([I:44])=[CH:42][NH:41][C:40](=[O:45])[N:39]=1.CO.CN(C)CCN(C)C. (4) Given the product [NH2:1][C:4]1[CH:5]=[C:6]([CH:7]=[CH:8][CH:9]=1)[CH2:10][C:11]1[C:12]2[C:17](=[CH:16][CH:15]=[CH:14][CH:13]=2)[C:18](=[O:19])[NH:23][N:22]=1, predict the reactants needed to synthesize it. The reactants are: [N+:1]([C:4]1[CH:5]=[C:6]([CH:10]2[C:18](=[O:19])[C:17]3[C:12](=[CH:13][CH:14]=[CH:15][CH:16]=3)[C:11]2=O)[CH:7]=[CH:8][CH:9]=1)([O-])=O.O.[NH2:22][NH2:23]. (5) Given the product [C:1]([NH:5][C:6]([C:8]1[C:16]2[C:11](=[N:12][CH:13]=[C:14]([N:17]([CH3:24])[C:18]3[CH:19]=[N:20][CH:21]=[CH:22][CH:23]=3)[N:15]=2)[NH:10][CH:9]=1)=[O:7])([CH3:4])([CH3:3])[CH3:2], predict the reactants needed to synthesize it. The reactants are: [C:1]([NH:5][C:6]([C:8]1[C:16]2[C:11](=[N:12][CH:13]=[C:14]([N:17]([CH3:24])[C:18]3[CH:19]=[N:20][CH:21]=[CH:22][CH:23]=3)[N:15]=2)[N:10](COCC[Si](C)(C)C)[CH:9]=1)=[O:7])([CH3:4])([CH3:3])[CH3:2].FC(F)(F)C(O)=O. (6) Given the product [CH2:13]([O:12][C:7]1[CH:6]=[CH:5][C:4]2[C:9](=[CH:10][CH:11]=[C:2]([Br:1])[CH:3]=2)[CH:8]=1)[C:14]1[CH:19]=[CH:18][CH:17]=[CH:16][CH:15]=1, predict the reactants needed to synthesize it. The reactants are: [Br:1][C:2]1[CH:3]=[C:4]2[C:9](=[CH:10][CH:11]=1)[CH:8]=[C:7]([OH:12])[CH:6]=[CH:5]2.[CH2:13](Br)[C:14]1[CH:19]=[CH:18][CH:17]=[CH:16][CH:15]=1.C(=O)([O-])[O-].[K+].[K+]. (7) The reactants are: C[Al](C)C.[F:5][C:6]1[CH:7]=[CH:8][C:9]([NH2:12])=[N:10][CH:11]=1.[Si:13]([O:20][CH:21]1[CH2:24][N:23]([CH2:25][C@H:26]([OH:31])[C:27](OC)=[O:28])[CH2:22]1)([C:16]([CH3:19])([CH3:18])[CH3:17])([CH3:15])[CH3:14].[C@H](O)(C([O-])=O)[C@@H](O)C([O-])=O.[Na+].[K+]. Given the product [Si:13]([O:20][CH:21]1[CH2:24][N:23]([CH2:25][C@H:26]([OH:31])[C:27]([NH:12][C:9]2[CH:8]=[CH:7][C:6]([F:5])=[CH:11][N:10]=2)=[O:28])[CH2:22]1)([C:16]([CH3:19])([CH3:18])[CH3:17])([CH3:15])[CH3:14], predict the reactants needed to synthesize it. (8) Given the product [CH:7]([N:8]1[CH:13]=[CH:12][CH:11]=[C:10]([C:14]([NH:16][C@@H:17]([CH2:25][CH2:26][CH2:27][NH:28][S:29]([CH3:32])(=[O:30])=[O:31])[C:18]([OH:20])=[O:19])=[O:15])[C:9]1=[O:33])([C:34]1[CH:39]=[CH:38][CH:37]=[CH:36][CH:35]=1)[C:1]1[CH:2]=[CH:3][CH:4]=[CH:5][CH:6]=1, predict the reactants needed to synthesize it. The reactants are: [C:1]1([CH:7]([C:34]2[CH:39]=[CH:38][CH:37]=[CH:36][CH:35]=2)[N:8]2[CH:13]=[CH:12][CH:11]=[C:10]([C:14]([NH:16][C@@H:17]([CH2:25][CH2:26][CH2:27][NH:28][S:29]([CH3:32])(=[O:31])=[O:30])[C:18]([O:20]C(C)(C)C)=[O:19])=[O:15])[C:9]2=[O:33])[CH:6]=[CH:5][CH:4]=[CH:3][CH:2]=1.C(O)(C(F)(F)F)=O.C([SiH](CC)CC)C.[OH-].[Na+].